From a dataset of Merck oncology drug combination screen with 23,052 pairs across 39 cell lines. Regression. Given two drug SMILES strings and cell line genomic features, predict the synergy score measuring deviation from expected non-interaction effect. (1) Drug 1: CC(C)CC(NC(=O)C(Cc1ccccc1)NC(=O)c1cnccn1)B(O)O. Drug 2: NC1CCCCC1N.O=C(O)C(=O)O.[Pt+2]. Cell line: ZR751. Synergy scores: synergy=-30.6. (2) Drug 1: CCC1(O)C(=O)OCc2c1cc1n(c2=O)Cc2cc3c(CN(C)C)c(O)ccc3nc2-1. Drug 2: CNC(=O)c1cc(Oc2ccc(NC(=O)Nc3ccc(Cl)c(C(F)(F)F)c3)cc2)ccn1. Cell line: ZR751. Synergy scores: synergy=-15.8.